From a dataset of NCI-60 drug combinations with 297,098 pairs across 59 cell lines. Regression. Given two drug SMILES strings and cell line genomic features, predict the synergy score measuring deviation from expected non-interaction effect. (1) Drug 1: C1=CC(=CC=C1CCC2=CNC3=C2C(=O)NC(=N3)N)C(=O)NC(CCC(=O)O)C(=O)O. Drug 2: C1C(C(OC1N2C=NC3=C(N=C(N=C32)Cl)N)CO)O. Cell line: T-47D. Synergy scores: CSS=3.04, Synergy_ZIP=-1.61, Synergy_Bliss=-1.26, Synergy_Loewe=-1.68, Synergy_HSA=-1.41. (2) Synergy scores: CSS=24.0, Synergy_ZIP=-8.35, Synergy_Bliss=-6.92, Synergy_Loewe=-40.3, Synergy_HSA=-7.38. Drug 1: CN(C)N=NC1=C(NC=N1)C(=O)N. Cell line: OVCAR-5. Drug 2: C1=CN(C(=O)N=C1N)C2C(C(C(O2)CO)O)O.Cl. (3) Drug 1: CC1=C(C=C(C=C1)NC2=NC=CC(=N2)N(C)C3=CC4=NN(C(=C4C=C3)C)C)S(=O)(=O)N.Cl. Drug 2: C1CN1P(=S)(N2CC2)N3CC3. Cell line: HCT-15. Synergy scores: CSS=2.60, Synergy_ZIP=-3.45, Synergy_Bliss=-6.15, Synergy_Loewe=-13.2, Synergy_HSA=-7.94. (4) Drug 1: C1C(C(OC1N2C=C(C(=O)NC2=O)F)CO)O. Drug 2: CCN(CC)CCNC(=O)C1=C(NC(=C1C)C=C2C3=C(C=CC(=C3)F)NC2=O)C. Cell line: UACC62. Synergy scores: CSS=11.3, Synergy_ZIP=-4.19, Synergy_Bliss=0.983, Synergy_Loewe=1.65, Synergy_HSA=1.62. (5) Cell line: HOP-62. Drug 2: CS(=O)(=O)OCCCCOS(=O)(=O)C. Drug 1: C1CCC(CC1)NC(=O)N(CCCl)N=O. Synergy scores: CSS=28.7, Synergy_ZIP=-2.13, Synergy_Bliss=3.33, Synergy_Loewe=1.73, Synergy_HSA=1.96. (6) Drug 1: C1CC(=O)NC(=O)C1N2CC3=C(C2=O)C=CC=C3N. Drug 2: C1=CC(=CC=C1C#N)C(C2=CC=C(C=C2)C#N)N3C=NC=N3. Cell line: K-562. Synergy scores: CSS=3.57, Synergy_ZIP=-1.68, Synergy_Bliss=1.16, Synergy_Loewe=3.19, Synergy_HSA=2.32. (7) Drug 1: CCCCCOC(=O)NC1=NC(=O)N(C=C1F)C2C(C(C(O2)C)O)O. Drug 2: CC=C1C(=O)NC(C(=O)OC2CC(=O)NC(C(=O)NC(CSSCCC=C2)C(=O)N1)C(C)C)C(C)C. Cell line: HS 578T. Synergy scores: CSS=21.2, Synergy_ZIP=0.753, Synergy_Bliss=-1.90, Synergy_Loewe=-64.6, Synergy_HSA=-3.39.